Predict which catalyst facilitates the given reaction. From a dataset of Catalyst prediction with 721,799 reactions and 888 catalyst types from USPTO. (1) Reactant: [CH2:1]1[CH2:11][CH2:10][N:9]2C(=[N:9][CH2:10][CH2:11][CH2:1]2)CC1.[C:12]([O:16][C:17](=[O:21])CC#N)([CH3:15])([CH3:14])[CH3:13].I[CH3:23]. Product: [C:12]([O:16][C:17](=[O:21])[C:11]([C:10]#[N:9])([CH3:1])[CH3:23])([CH3:15])([CH3:14])[CH3:13]. The catalyst class is: 31. (2) Reactant: [N+:1]([C:4]1[CH:5]=[CH:6][C:7]([N:10]([CH2:18][CH2:19][N:20]2[C:24]([NH:25][C:26]([C:39]3[CH:44]=[CH:43][CH:42]=[CH:41][CH:40]=3)([C:33]3[CH:38]=[CH:37][CH:36]=[CH:35][CH:34]=3)[C:27]3[CH:32]=[CH:31][CH:30]=[CH:29][CH:28]=3)=[CH:23][CH:22]=[N:21]2)[C:11](=[O:17])[O:12][C:13]([CH3:16])([CH3:15])[CH3:14])=[N:8][CH:9]=1)([O-])=O.[H][H]. Product: [NH2:1][C:4]1[CH:5]=[CH:6][C:7]([N:10]([CH2:18][CH2:19][N:20]2[C:24]([NH:25][C:26]([C:39]3[CH:44]=[CH:43][CH:42]=[CH:41][CH:40]=3)([C:33]3[CH:34]=[CH:35][CH:36]=[CH:37][CH:38]=3)[C:27]3[CH:28]=[CH:29][CH:30]=[CH:31][CH:32]=3)=[CH:23][CH:22]=[N:21]2)[C:11](=[O:17])[O:12][C:13]([CH3:14])([CH3:15])[CH3:16])=[N:8][CH:9]=1. The catalyst class is: 19. (3) Reactant: [C:1]([O-])([O-])=O.[Cs+].[Cs+].CI.[OH:9][C:10]1[CH:18]=[CH:17][CH:16]=[C:15]2[C:11]=1[CH2:12][CH2:13][C:14]2=[O:19]. Product: [CH3:1][O:9][C:10]1[CH:18]=[CH:17][CH:16]=[C:15]2[C:11]=1[CH2:12][CH2:13][C:14]2=[O:19]. The catalyst class is: 1. (4) Reactant: C(OC([NH:8][C@H:9]1[CH2:14][CH2:13][C@@H:12]([O:15][C:16]2[CH:25]=[CH:24][CH:23]=[C:22]3[C:17]=2[CH:18]=[CH:19][N:20]=[C:21]3[Cl:26])[CH2:11][CH2:10]1)=O)(C)(C)C.[NH3:27]. Product: [ClH:26].[NH2:27][C:21]1[C:22]2[C:17](=[C:16]([O:15][C@@H:12]3[CH2:13][CH2:14][C@H:9]([NH2:8])[CH2:10][CH2:11]3)[CH:25]=[CH:24][CH:23]=2)[CH:18]=[CH:19][N:20]=1. The catalyst class is: 12. (5) Reactant: [C:1]([N:5]([C:26](=[O:35])[C:27]1[CH:32]=[C:31]([CH3:33])[CH:30]=[C:29]([CH3:34])[CH:28]=1)[NH:6][C:7](=[O:25])[C:8]1[CH:13]=[CH:12][C:11]([B:14]2[O:18]C(C)(C)C(C)(C)[O:15]2)=[C:10]([CH:23]=[O:24])[CH:9]=1)([CH3:4])([CH3:3])[CH3:2].O. Product: [C:1]([N:5]([C:26](=[O:35])[C:27]1[CH:32]=[C:31]([CH3:33])[CH:30]=[C:29]([CH3:34])[CH:28]=1)[NH:6][C:7]([C:8]1[CH:13]=[CH:12][C:11]([B:14]([OH:18])[OH:15])=[C:10]([CH:23]=[O:24])[CH:9]=1)=[O:25])([CH3:4])([CH3:3])[CH3:2]. The catalyst class is: 16. (6) Reactant: Cl[C:2]([N:4]1[CH2:10][C:9]2[CH:11]=[C:12]([C:15]3[CH:16]=[CH:17][C:18]4[N:22]=[CH:21][N:20](C(OCC(C)C)=O)[C:19]=4[CH:30]=3)[CH:13]=[CH:14][C:8]=2[O:7][CH2:6][CH2:5]1)=[O:3].[F:31][C:32]1[CH:33]=[C:34]([CH:39]2[CH2:44][CH2:43][CH2:42][CH2:41][NH:40]2)[CH:35]=[CH:36][C:37]=1[CH3:38].[CH:45](N(C(C)C)CC)(C)C.C(=O)([O-])[O-].[K+].[K+]. Product: [F:31][C:32]1[CH:33]=[C:34]([CH:39]2[CH2:44][CH2:43][CH2:42][CH2:41][N:40]2[C:2]([N:4]2[CH2:10][C:9]3[CH:11]=[C:12]([C:15]4[CH:16]=[CH:17][C:18]5[N:22]=[C:21]([CH3:45])[NH:20][C:19]=5[CH:30]=4)[CH:13]=[CH:14][C:8]=3[O:7][CH2:6][CH2:5]2)=[O:3])[CH:35]=[CH:36][C:37]=1[CH3:38]. The catalyst class is: 92. (7) Reactant: FC(F)(F)C(O)=O.[Cl:8][C:9]1[C:10]([F:38])=[C:11]([CH:15]2[C:19]([C:22]3[CH:27]=[CH:26][C:25]([Cl:28])=[CH:24][C:23]=3[F:29])([C:20]#[N:21])[CH:18]([CH2:30][C:31]([CH3:34])([CH3:33])[CH3:32])[NH:17][CH:16]2[C:35]([OH:37])=O)[CH:12]=[CH:13][CH:14]=1.Cl.[NH:40]1[CH2:43][CH:42]([OH:44])[CH2:41]1.CN(C(ON1N=NC2C=CC=NC1=2)=[N+](C)C)C.F[P-](F)(F)(F)(F)F.CCN(C(C)C)C(C)C. Product: [Cl:8][C:9]1[C:10]([F:38])=[C:11]([CH:15]2[CH:16]([C:35]([N:40]3[CH2:43][CH:42]([OH:44])[CH2:41]3)=[O:37])[NH:17][CH:18]([CH2:30][C:31]([CH3:32])([CH3:34])[CH3:33])[C:19]2([C:22]2[CH:27]=[CH:26][C:25]([Cl:28])=[CH:24][C:23]=2[F:29])[C:20]#[N:21])[CH:12]=[CH:13][CH:14]=1. The catalyst class is: 2. (8) Reactant: [OH-].[Na+:2].[CH3:3][C:4]([C:7]1[CH:8]=[CH:9][C:10]([S:13]([NH:16][C:17]2[C:18]([O:33][C:34]3[CH:35]=[CH:36][CH:37]=[CH:38][C:39]=3[O:40][CH3:41])=[C:19]([O:29][CH2:30][CH2:31][OH:32])[N:20]=[C:21]([C:23]3[N:24]=[CH:25][CH:26]=[CH:27][N:28]=3)[N:22]=2)(=[O:15])=[O:14])=[CH:11][CH:12]=1)([CH3:6])[CH3:5]. Product: [CH3:6][C:4]([C:7]1[CH:12]=[CH:11][C:10]([S:13]([N-:16][C:17]2[C:18]([O:33][C:34]3[CH:35]=[CH:36][CH:37]=[CH:38][C:39]=3[O:40][CH3:41])=[C:19]([O:29][CH2:30][CH2:31][OH:32])[N:20]=[C:21]([C:23]3[N:28]=[CH:27][CH:26]=[CH:25][N:24]=3)[N:22]=2)(=[O:14])=[O:15])=[CH:9][CH:8]=1)([CH3:3])[CH3:5].[Na+:2]. The catalyst class is: 6. (9) Reactant: [CH3:1][C@H:2]1[CH2:6][CH2:5][CH2:4][N:3]1[C:7]([C:9]1[N:17]2[C:12]([CH2:13][O:14][CH2:15][CH2:16]2)=[C:11]([C:18]([OH:20])=O)[CH:10]=1)=[O:8].ON1C2C=CC=CC=2N=N1.[C:31]1([C@H:37]([NH2:40])[CH2:38][CH3:39])[CH:36]=[CH:35][CH:34]=[CH:33][CH:32]=1.O. Product: [C:31]1([C@H:37]([NH:40][C:18]([C:11]2[CH:10]=[C:9]([C:7]([N:3]3[CH2:4][CH2:5][CH2:6][C@@H:2]3[CH3:1])=[O:8])[N:17]3[CH2:16][CH2:15][O:14][CH2:13][C:12]=23)=[O:20])[CH2:38][CH3:39])[CH:36]=[CH:35][CH:34]=[CH:33][CH:32]=1. The catalyst class is: 9.